Dataset: Reaction yield outcomes from USPTO patents with 853,638 reactions. Task: Predict the reaction yield, written as a fraction of the theoretical maximum amount of product (1.0 means a 100% yield; for example, 0.34 means a 34% yield). (1) The product is [C:63]([Si:67]([CH3:82])([CH3:81])[O:68][CH2:69][CH2:70][O:71][C:72]1[CH:77]=[CH:76][C:75]([NH:78][C:30]([C@@H:20]2[NH:19][C@@H:18]([CH2:33][C:34]([CH3:35])([CH3:37])[CH3:36])[C@:17]3([C:12]4[C:13](=[CH:14][C:9]([Cl:8])=[CH:10][CH:11]=4)[NH:15][C:16]3=[O:38])[C@H:21]2[C:22]2[CH:27]=[CH:26][CH:25]=[C:24]([Cl:28])[C:23]=2[F:29])=[O:31])=[C:74]([O:79][CH3:80])[CH:73]=1)([CH3:66])([CH3:65])[CH3:64]. The reactants are FC(F)(F)C(O)=O.[Cl:8][C:9]1[CH:14]=[C:13]2[NH:15][C:16](=[O:38])[C@:17]3([C@@H:21]([C:22]4[CH:27]=[CH:26][CH:25]=[C:24]([Cl:28])[C:23]=4[F:29])[C@H:20]([C:30](O)=[O:31])[NH:19][C@H:18]3[CH2:33][C:34]([CH3:37])([CH3:36])[CH3:35])[C:12]2=[CH:11][CH:10]=1.C(N(C(C)C)CC)(C)C.C1(P(Cl)(C2C=CC=CC=2)=O)C=CC=CC=1.[C:63]([Si:67]([CH3:82])([CH3:81])[O:68][CH2:69][CH2:70][O:71][C:72]1[CH:77]=[CH:76][C:75]([NH2:78])=[C:74]([O:79][CH3:80])[CH:73]=1)([CH3:66])([CH3:65])[CH3:64]. The catalyst is ClCCl. The yield is 0.340. (2) The reactants are [F:1][C:2]1[CH:3]=[C:4]2[C:8](=[CH:9][CH:10]=1)[NH:7][C:6](=[O:11])/[C:5]/2=[CH:12]\[C:13]1[NH:17][C:16]([CH3:18])=[C:15]([C:19]([OH:21])=O)[C:14]=1[CH3:22].Cl.C(N=C=NCCCN(C)C)C.OC1C2N=NNC=2C=CC=1.C(N(CC)CC)C.[NH2:52][C:53]1[CH:58]=[C:57]([F:59])[CH:56]=[CH:55][C:54]=1[NH:60][C:61](=[O:73])[C:62]1[CH:67]=[CH:66][C:65]([NH:68][CH2:69][CH2:70][CH2:71][NH2:72])=[N:64][CH:63]=1. The catalyst is [Cl-].[Na+].O.CN(C=O)C. The product is [NH2:52][C:53]1[CH:58]=[C:57]([F:59])[CH:56]=[CH:55][C:54]=1[NH:60][C:61](=[O:73])[C:62]1[CH:67]=[CH:66][C:65]([NH:68][CH2:69][CH2:70][CH2:71][NH:72][C:19]([C:15]2[C:14]([CH3:22])=[C:13](/[CH:12]=[C:5]3\[C:6](=[O:11])[NH:7][C:8]4[C:4]\3=[CH:3][C:2]([F:1])=[CH:10][CH:9]=4)[NH:17][C:16]=2[CH3:18])=[O:21])=[N:64][CH:63]=1. The yield is 0.780. (3) The reactants are Br[CH2:2][CH2:3][CH2:4][O:5][C:6]1[CH:7]=[C:8]2[C:12](=[CH:13][CH:14]=1)[C@H:11]([CH2:15][C:16]([O-:18])=O)[CH2:10][CH2:9]2.[CH2:19]([C:21]1[N:22]=[C:23]([C:26]2[CH:31]=[CH:30][C:29]([OH:32])=[C:28]([O:33][CH3:34])[CH:27]=2)[O:24][CH:25]=1)[CH3:20].[C:35]([O-])([O-])=O.[Cs+].[Cs+].CN([CH:44]=[O:45])C. The catalyst is O. The product is [CH2:19]([C:21]1[N:22]=[C:23]([C:26]2[CH:31]=[CH:30][C:29]([O:32][CH2:2][CH2:3][CH2:4][O:5][C:6]3[CH:7]=[C:8]4[C:12](=[CH:13][CH:14]=3)[C@H:11]([CH2:15][C:16]([O:45][CH2:44][CH3:35])=[O:18])[CH2:10][CH2:9]4)=[C:28]([O:33][CH3:34])[CH:27]=2)[O:24][CH:25]=1)[CH3:20]. The yield is 0.840. (4) The reactants are [OH:1][C:2]1[CH:3]=[C:4]([CH:10]=[CH:11][C:12]=1[OH:13])[C:5]([O:7][CH2:8][CH3:9])=[O:6].CO[C:16](OC)([CH3:18])[CH3:17].C1(C)C=CC(S(O)(=O)=O)=CC=1. The catalyst is C1(C)C=CC=CC=1. The product is [CH3:17][C:16]1([CH3:18])[O:13][C:12]2[CH:11]=[CH:10][C:4]([C:5]([O:7][CH2:8][CH3:9])=[O:6])=[CH:3][C:2]=2[O:1]1. The yield is 0.490. (5) The reactants are C(OC(=O)[NH:10][CH2:11][CH:12]1[CH2:16][C:15]2[CH:17]=[CH:18][CH:19]=[C:20]([C:21]3[CH:26]=[CH:25][C:24]([Cl:27])=[CH:23][C:22]=3[Cl:28])[C:14]=2[O:13]1)C1C=CC=CC=1.I[Si](C)(C)C. No catalyst specified. The product is [Cl:28][C:22]1[CH:23]=[C:24]([Cl:27])[CH:25]=[CH:26][C:21]=1[C:20]1[C:14]2[O:13][CH:12]([CH2:11][NH2:10])[CH2:16][C:15]=2[CH:17]=[CH:18][CH:19]=1. The yield is 0.850. (6) The reactants are [Cl:1][C:2]1[CH:3]=[C:4]([CH:6]=[C:7]([F:9])[CH:8]=1)[NH2:5].[Br:10]N1C(=O)CCC1=O. The catalyst is CC#N. The product is [Br:10][C:8]1[C:7]([F:9])=[CH:6][C:4]([NH2:5])=[CH:3][C:2]=1[Cl:1]. The yield is 0.740. (7) The reactants are C[O:2][C:3](=O)[C:4](=[N:14][O:15][CH3:16])[CH2:5][C:6]1[CH:11]=[CH:10][C:9]([Cl:12])=[CH:8][C:7]=1[Cl:13].[BH4-].[Na+]. The catalyst is C(OCC)C.Cl. The product is [CH3:16][O:15][N:14]=[C:4]([CH2:3][OH:2])[CH2:5][C:6]1[CH:11]=[CH:10][C:9]([Cl:12])=[CH:8][C:7]=1[Cl:13]. The yield is 0.300.